From a dataset of Reaction yield outcomes from USPTO patents with 853,638 reactions. Predict the reaction yield, written as a fraction of the theoretical maximum amount of product (1.0 means a 100% yield; for example, 0.34 means a 34% yield). The reactants are [Cl:1][C:2]1[CH:18]=[CH:17][C:5]2[CH2:6][CH2:7][N:8]([C:11](=[O:16])[C:12]([F:15])([F:14])[F:13])[CH2:9][CH2:10][C:4]=2[C:3]=1OS(C(F)(F)F)(=O)=O.[NH2:27][CH:28]([C:30]1[S:31][C:32]([CH3:35])=[CH:33][CH:34]=1)[CH3:29].C1C=CC(P(C2C(C3C(P(C4C=CC=CC=4)C4C=CC=CC=4)=CC=C4C=3C=CC=C4)=C3C(C=CC=C3)=CC=2)C2C=CC=CC=2)=CC=1.C(=O)([O-])[O-].[Cs+].[Cs+]. The catalyst is C1(C)C=CC=CC=1.C([O-])(=O)C.[Pd+2].C([O-])(=O)C. The product is [Cl:1][C:2]1[CH:18]=[CH:17][C:5]2[CH2:6][CH2:7][N:8]([C:11](=[O:16])[C:12]([F:15])([F:13])[F:14])[CH2:9][CH2:10][C:4]=2[C:3]=1[NH:27][CH:28]([C:30]1[S:31][C:32]([CH3:35])=[CH:33][CH:34]=1)[CH3:29]. The yield is 0.500.